This data is from Drug-target binding data from BindingDB using IC50 measurements. The task is: Regression. Given a target protein amino acid sequence and a drug SMILES string, predict the binding affinity score between them. We predict pIC50 (pIC50 = -log10(IC50 in M); higher means more potent). Dataset: bindingdb_ic50. (1) The drug is C=CC(=O)OC1CCC(C(C)(C)CC)CC1. The target protein sequence is THKPEPTDEEWELIKTVTEAHVATNAQGSHWKQKRKFLPEDIGQAPIVNAPEGGKVDLEAFSHFTKIITPAITRVVDFAKKLPMFCELPCEDQIILLKGCCMEIMSLRAAVRYDPESETLTLNGEMAVTRGQLKNGGLGVVSDAIFDLGMSLSSFNLDDTEVALLQAVLLMSSDRPGLACVERIEKYQDSFLLAFEHYINYRKHHVTHFWPKLLMKVTDLRMIGACHASRFLHMKVECPTELFPPLFLEVFED. The pIC50 is 4.2. (2) The compound is NCCCOc1ccc(CC(N=O)C(=O)NCCc2ccc(Cl)cc2)cc1Br. The target protein (P38650) has sequence MSETGGGEDGSAGLEVSAVQNVADVSVLQKHLRKLVPLLLEDGGDAPAALEAALEEKSALEQMRKFLSDPQVHTVLVERSTLKEDVGDEGEEEKEFISYNINIDIHYGVKSNSLAFIKRAPVIDADKPVSSQLRVLTLSEDSPYETLHSFISNAVAPFFKSYIRESGKADRDGDKMAPSVEKKIAELEMGLLHLQQNIEIPEISLPIHPIITNVAKQCYERGEKPKVTDFGDKVEDPTFLNQLQSGVNRWIREIQKVTKLDRDPASGTALQEISFWLNLERALYRIQEKRESPEVLLTLDILKHGKRFHATVSFDTDTGLKQALETVNDYNPLMKDFPLNDLLSATELDKIRQALVAIFTHLRKIRNTKYPIQRALRLVEAISRDLSSQLLKVLGTRKLMHVAYEEFEKVMVACFEVFQTWDDEYEKLQVLLRDIVKRKREENLKMVWRINPAHRKLQARLDQMRKFRRQHEQLRAVIVRVLRPQVTAVAQQNQGEAPEP.... The pIC50 is 4.3. (3) The small molecule is CC(C)(C)OC(=O)NN(Cc1ccccc1)C(=O)[C@@H]1CCCC[C@H]1C(=O)N[C@@H](CCCNC(=N)N)C(=O)C(=O)NCCc1ccccc1. The target protein (P07477) has sequence MNPLLILTFVAAALAAPFDDDDKIVGGYNCEENSVPYQVSLNSGYHFCGGSLINEQWVVSAGHCYKSRIQVRLGEHNIEVLEGNEQFINAAKIIRHPQYDRKTLNNDIMLIKLSSRAVINARVSTISLPTAPPATGTKCLISGWGNTASSGADYPDELQCLDAPVLSQAKCEASYPGKITSNMFCVGFLEGGKDSCQGDSGGPVVCNGQLQGVVSWGDGCAQKNKPGVYTKVYNYVKWIKNTIAANS. The pIC50 is 6.6. (4) The drug is CCCCO[C@@H]1NC(=O)[C@H]1NC(=O)[C@H](Cc1ccccc1)NC(=O)OCc1ccccc1. The target protein (P00787) has sequence MWWSLIPLSCLLALTSAHDKPSSHPLSDDMINYINKQNTTWQAGRNFYNVDISYLKKLCGTVLGGPNLPERVGFSEDINLPESFDAREQWSNCPTIAQIRDQGSCGSCWAFGAVEAMSDRICIHTNGRVNVEVSAEDLLTCCGIQCGDGCNGGYPSGAWNFWTRKGLVSGGVYNSHIGCLPYTIPPCEHHVNGSRPPCTGEGDTPKCNKMCEAGYSTSYKEDKHYGYTSYSVSDSEKEIMAEIYKNGPVEGAFTVFSDFLTYKSGVYKHEAGDVMGGHAIRILGWGIENGVPYWLVANSWNVDWGDNGFFKILRGENHCGIESEIVAGIPRTQQYWGRF. The pIC50 is 5.2. (5) The compound is CCCC[C@H](NC(=O)[C@@H](O)[C@H](N)Cc1ccccc1)C(=O)O. The target protein (O09175) has sequence MESSGPSSCHSAARRPLHSAQAVDVASASSFRAFEILHLHLDLRAEFGPPGPGPGSRGLNGKATLELRCLLPEGASELRLDSHSCLEVMAATLLRGQPGDQQQLTEPVPFHTQPFSHYGQALCVVFPKPCCAAERFRLELTYRVGEGPGVCWLAPEQTAGKKKPFVYTQGQAVLNRAFFPCFDTPAVKCTYSALVEVPDGFTAVMSASTWERRGPNKFFFQMSQPIPSYLIALAIGDLASAEVGPRSRVWAEPCLIEAAKEEYNGVIEEFLATGEKLFGPYVWGRYDLLFMPPSFPFGGMENPCLTFVTPCLLAGDRSLADVIIHEISHSWFGNLVTNANWGEFWLNEGFTMYAQRRISTILFGAAYTCLEAATGRALLRQHMDVSGEENPLNKLRVKIEPGVDPDDTYNETPYEKGYCFVSYLAHLVGDQEQFDKFLKAYVDEFKFQSILAEDFLEFYLEYFPELKKKGVDSIPGFEFNRWLNTPGWPPYLPDLSPGDS.... The pIC50 is 6.4.